This data is from Forward reaction prediction with 1.9M reactions from USPTO patents (1976-2016). The task is: Predict the product of the given reaction. (1) Given the reactants [Br:1][C:2]1[CH:3]=[C:4]([O:13][CH3:14])[C:5]([N+:10]([O-])=O)=[C:6]([O:8][CH3:9])[CH:7]=1.O.[Cl-].[NH4+], predict the reaction product. The product is: [Br:1][C:2]1[CH:3]=[C:4]([O:13][CH3:14])[C:5]([NH2:10])=[C:6]([O:8][CH3:9])[CH:7]=1. (2) Given the reactants [F:1][C:2]([F:13])([F:12])[C:3]1[CH:11]=[CH:10][C:6]([C:7](Cl)=[O:8])=[CH:5][CH:4]=1.C(N(CC)CC)C.[F:21][C:22]([F:26])([F:25])[CH2:23][NH2:24], predict the reaction product. The product is: [F:21][C:22]([F:26])([F:25])[CH2:23][NH:24][C:7](=[O:8])[C:6]1[CH:10]=[CH:11][C:3]([C:2]([F:13])([F:12])[F:1])=[CH:4][CH:5]=1. (3) Given the reactants [CH3:1][C:2]1[S:6][C:5]([NH:7][C:8](=[O:18])[C:9]2[CH:14]=[CH:13][C:12]([N+:15]([O-])=O)=[CH:11][CH:10]=2)=[N:4][N:3]=1.O, predict the reaction product. The product is: [NH2:15][C:12]1[CH:13]=[CH:14][C:9]([C:8]([NH:7][C:5]2[S:6][C:2]([CH3:1])=[N:3][N:4]=2)=[O:18])=[CH:10][CH:11]=1. (4) Given the reactants [Cl:1][C:2]1[N:7]=[CH:6][C:5]([CH2:8][OH:9])=[CH:4][CH:3]=1.C(OC(O[C:13]([CH3:16])([CH3:15])[CH3:14])=O)(O[C:13]([CH3:16])([CH3:15])[CH3:14])=O.Cl([O-])(=O)(=O)=O.[Mg+2].Cl([O-])(=O)(=O)=O, predict the reaction product. The product is: [C:13]([O:9][CH2:8][C:5]1[CH:4]=[CH:3][C:2]([Cl:1])=[N:7][CH:6]=1)([CH3:16])([CH3:15])[CH3:14]. (5) The product is: [CH2:1]([N:8]1[CH2:13][CH2:12][N:11]([C:14]([O:16][C:17]([CH3:19])([CH3:18])[CH3:20])=[O:15])[C@H:10]([CH2:21][C:22]2[CH:23]=[CH:24][C:25]([C:36]#[N:37])=[CH:26][CH:27]=2)[CH2:9]1)[C:2]1[CH:7]=[CH:6][CH:5]=[CH:4][CH:3]=1. Given the reactants [CH2:1]([N:8]1[CH2:13][CH2:12][N:11]([C:14]([O:16][C:17]([CH3:20])([CH3:19])[CH3:18])=[O:15])[C@H:10]([CH2:21][C:22]2[CH:27]=[CH:26][C:25](OS(C(F)(F)F)(=O)=O)=[CH:24][CH:23]=2)[CH2:9]1)[C:2]1[CH:7]=[CH:6][CH:5]=[CH:4][CH:3]=1.[CH3:36][N:37](C=O)C, predict the reaction product.